Dataset: Reaction yield outcomes from USPTO patents with 853,638 reactions. Task: Predict the reaction yield, written as a fraction of the theoretical maximum amount of product (1.0 means a 100% yield; for example, 0.34 means a 34% yield). (1) The reactants are [F:1][C:2]1[CH:7]=[CH:6][C:5]([N:8]2[C:13](=[O:14])[C:12]([C:15]([OH:17])=O)=[CH:11][CH:10]=[N:9]2)=[CH:4][CH:3]=1.CCN=C=NCCCN(C)C.C1C=CC2N(O)N=NC=2C=1.O.[NH2:40][C:41]1[CH:79]=[CH:78][C:44]([O:45][C:46]2[CH:51]=[CH:50][N:49]=[C:48]3[N:52]([CH2:69][C:70]4[CH:75]=[CH:74][C:73]([O:76][CH3:77])=[CH:72][CH:71]=4)[N:53]=[C:54]([O:55][C@H:56]4[CH2:61][CH2:60][CH2:59][N:58]([C:62]([O:64][C:65]([CH3:68])([CH3:67])[CH3:66])=[O:63])[CH2:57]4)[C:47]=23)=[C:43]([F:80])[CH:42]=1.CCN(CC)CC. No catalyst specified. The product is [F:80][C:43]1[CH:42]=[C:41]([NH:40][C:15]([C:12]2[C:13](=[O:14])[N:8]([C:5]3[CH:4]=[CH:3][C:2]([F:1])=[CH:7][CH:6]=3)[N:9]=[CH:10][CH:11]=2)=[O:17])[CH:79]=[CH:78][C:44]=1[O:45][C:46]1[CH:51]=[CH:50][N:49]=[C:48]2[N:52]([CH2:69][C:70]3[CH:71]=[CH:72][C:73]([O:76][CH3:77])=[CH:74][CH:75]=3)[N:53]=[C:54]([O:55][C@H:56]3[CH2:61][CH2:60][CH2:59][N:58]([C:62]([O:64][C:65]([CH3:67])([CH3:68])[CH3:66])=[O:63])[CH2:57]3)[C:47]=12. The yield is 0.290. (2) The reactants are C([O:3][C:4]([C:6]1[CH:7]=[C:8]2[C:13](=[CH:14][CH:15]=1)[NH:12][CH:11]([C:16]1[CH:21]=[CH:20][CH:19]=[C:18]([N:22]3[CH2:27][CH:26]([CH3:28])[O:25][CH:24]([CH3:29])[CH2:23]3)[CH:17]=1)[C:10]([CH3:31])([CH3:30])[CH2:9]2)=[O:5])C.[OH-].[Na+].Cl. The catalyst is CO.O1CCCC1.O. The product is [CH3:28][CH:26]1[O:25][CH:24]([CH3:29])[CH2:23][N:22]([C:18]2[CH:17]=[C:16]([CH:11]3[C:10]([CH3:30])([CH3:31])[CH2:9][C:8]4[C:13](=[CH:14][CH:15]=[C:6]([C:4]([OH:5])=[O:3])[CH:7]=4)[NH:12]3)[CH:21]=[CH:20][CH:19]=2)[CH2:27]1. The yield is 0.900. (3) The reactants are [CH3:1][C:2]1[CH:7]=[CH:6][CH:5]=[C:4]([CH3:8])[C:3]=1[C:9]1[CH:14]=[CH:13][CH:12]=[C:11]([N+:15]([O-])=O)[CH:10]=1.[H][H]. The catalyst is [Pd]. The product is [CH3:8][C:4]1[CH:5]=[CH:6][CH:7]=[C:2]([CH3:1])[C:3]=1[C:9]1[CH:10]=[C:11]([CH:12]=[CH:13][CH:14]=1)[NH2:15]. The yield is 0.740. (4) The reactants are Cl[C:2]1[C:3](=[O:15])[N:4](C2CCCCO2)[N:5]=[CH:6][C:7]=1Cl.[OH:16][C:17]1[CH:18]=[CH:19][CH:20]=[C:21]2[C:26]=1[N:25]=[CH:24][CH:23]=[CH:22]2.C[O:28][C:29](=[O:38])[CH:30](Br)[CH2:31][CH:32]1[CH2:36][CH2:35][CH2:34][CH2:33]1. No catalyst specified. The product is [CH:32]1([CH2:31][CH:30]([N:4]2[C:3](=[O:15])[CH:2]=[C:7]([O:16][C:17]3[CH:18]=[CH:19][CH:20]=[C:21]4[C:26]=3[N:25]=[CH:24][CH:23]=[CH:22]4)[CH:6]=[N:5]2)[C:29]([OH:28])=[O:38])[CH2:36][CH2:35][CH2:34][CH2:33]1. The yield is 0.640. (5) The reactants are [OH:1][CH2:2][CH2:3][CH2:4][CH2:5][O:6][CH2:7][CH2:8][CH2:9][O:10][CH2:11][C:12]([O:14][C:15]([CH3:18])([CH3:17])[CH3:16])=[O:13].[CH3:19][C:20]1[CH:25]=[CH:24][C:23]([S:26](Cl)(=[O:28])=[O:27])=[CH:22][CH:21]=1. The catalyst is ClCCl.CN(C)C1C=CN=CC=1. The product is [CH3:19][C:20]1[CH:25]=[CH:24][C:23]([S:26]([O:1][CH2:2][CH2:3][CH2:4][CH2:5][O:6][CH2:7][CH2:8][CH2:9][O:10][CH2:11][C:12]([O:14][C:15]([CH3:18])([CH3:17])[CH3:16])=[O:13])(=[O:28])=[O:27])=[CH:22][CH:21]=1. The yield is 0.520. (6) The reactants are [C:1]([C@H:5]1[CH2:10][CH2:9][C@H:8]([C:11]([OH:13])=O)[CH2:7][CH2:6]1)([CH3:4])([CH3:3])[CH3:2].[CH3:14][Li]. The catalyst is C(OCC)C. The product is [C:1]([C@H:5]1[CH2:6][CH2:7][C@H:8]([C:11](=[O:13])[CH3:14])[CH2:9][CH2:10]1)([CH3:2])([CH3:3])[CH3:4]. The yield is 0.840.